This data is from Catalyst prediction with 721,799 reactions and 888 catalyst types from USPTO. The task is: Predict which catalyst facilitates the given reaction. (1) Reactant: [CH2:1]([Cl:3])[Cl:2].[Li]CCCC.[B:9]([O:16][CH2:17][CH3:18])([O:13][CH2:14][CH3:15])OCC.Cl.[C:20]12(O)[CH2:28][CH:24]([C:25]1([CH3:27])[CH3:26])CCC2(O)C. Product: [Cl:2][CH:1]([Cl:3])[B:9]1[O:13][CH:14]2[CH2:15][C@@H:24]3[CH2:28][C@H:20]([C@:17]2([CH3:18])[O:16]1)[C:25]3([CH3:27])[CH3:26]. The catalyst class is: 165. (2) Reactant: O[CH2:2][C:3]1[NH:12][C:6]2=[N:7][C:8]([Cl:11])=[CH:9][CH:10]=[C:5]2[N:4]=1.S(Cl)([Cl:15])=O. Product: [ClH:11].[Cl:11][C:8]1[N:7]=[C:6]2[NH:12][C:3]([CH2:2][Cl:15])=[N:4][C:5]2=[CH:10][CH:9]=1. The catalyst class is: 22.